This data is from Catalyst prediction with 721,799 reactions and 888 catalyst types from USPTO. The task is: Predict which catalyst facilitates the given reaction. Reactant: CC(C)(C)C([O:5][CH2:6][C@@H:7]1[C@@H:12]([O:13]C(=O)C(C)(C)C)[C@H:11]([O:20]C(=O)C(C)(C)C)[C@H:10]([O:27]C(=O)C(C)(C)C)[C@@H:9]([C:34]2[CH:38]=[C:37]([C@@H:39]3[C@@H:44]([O:45]C(=O)C(C)(C)C)[C@@H:43]([O:52]C(=O)C(C)(C)C)[C@H:42]([O:59]C(=O)C(C)(C)C)[C@@H:41]([CH2:66][O:67]C(=O)C(C)(C)C)[O:40]3)[S:36][CH:35]=2)[O:8]1)=O.CO[Na]. Product: [OH:5][CH2:6][C@@H:7]1[C@@H:12]([OH:13])[C@H:11]([OH:20])[C@H:10]([OH:27])[C@@H:9]([C:34]2[CH:38]=[C:37]([C@@H:39]3[C@@H:44]([OH:45])[C@@H:43]([OH:52])[C@H:42]([OH:59])[C@@H:41]([CH2:66][OH:67])[O:40]3)[S:36][CH:35]=2)[O:8]1. The catalyst class is: 5.